From a dataset of Full USPTO retrosynthesis dataset with 1.9M reactions from patents (1976-2016). Predict the reactants needed to synthesize the given product. (1) Given the product [OH:1][CH:2]([CH2:6][CH:7]([CH3:9])[CH3:8])[C:3]([O:5][CH2:10][C:11]1[CH:16]=[CH:15][CH:14]=[CH:13][CH:12]=1)=[O:4], predict the reactants needed to synthesize it. The reactants are: [OH:1][CH:2]([CH2:6][CH:7]([CH3:9])[CH3:8])[C:3]([OH:5])=[O:4].[CH2:10](Br)[C:11]1[CH:16]=[CH:15][CH:14]=[CH:13][CH:12]=1.C(N(CC)CC)C. (2) Given the product [O:3]1[C:8]2=[CH:9][CH:10]=[CH:11][C:7]2=[CH:6][C:5]([CH:12]2[CH2:17][CH2:16][CH2:15][CH2:14][N:13]2[CH2:18][CH2:19][C@H:20]2[CH2:21][CH2:22][C@H:23]([NH:26][C:37](=[O:38])[C:36]3[CH:40]=[CH:41][C:33]([N:27]4[CH2:32][CH2:31][CH2:30][CH2:29][CH2:28]4)=[CH:34][CH:35]=3)[CH2:24][CH2:25]2)=[CH:4]1, predict the reactants needed to synthesize it. The reactants are: Cl.Cl.[O:3]1[C:8]2=[CH:9][CH:10]=[CH:11][C:7]2=[CH:6][C:5]([CH:12]2[CH2:17][CH2:16][CH2:15][CH2:14][N:13]2[CH2:18][CH2:19][C@H:20]2[CH2:25][CH2:24][C@H:23]([NH2:26])[CH2:22][CH2:21]2)=[CH:4]1.[N:27]1([C:33]2[CH:41]=[CH:40][C:36]([C:37](O)=[O:38])=[CH:35][CH:34]=2)[CH2:32][CH2:31][CH2:30][CH2:29][CH2:28]1.